Dataset: Full USPTO retrosynthesis dataset with 1.9M reactions from patents (1976-2016). Task: Predict the reactants needed to synthesize the given product. (1) Given the product [F:44][C:45]1[CH:53]=[CH:52][CH:51]=[C:50]([N:54]2[N:55]=[CH:56][CH:57]=[N:58]2)[C:46]=1[C:34]([N:36]1[CH2:37][CH:38]2[CH2:39][N:40]([C:5]3[N:1]=[C:7]([CH2:12][OH:13])[CH:6]=[C:3]([CH3:61])[N:4]=3)[CH2:41][CH:42]2[CH2:43]1)=[O:35], predict the reactants needed to synthesize it. The reactants are: [N:1]1N=[C:3]([C:6]2C=CC=C[C:7]=2[C:12](N2CC3CN(C(OC(C)(C)C)=O)CC3C2)=[O:13])[NH:4][CH:5]=1.C(O[C:34]([N:36]1[CH2:43][CH:42]2[CH:38]([CH2:39][NH:40][CH2:41]2)[CH2:37]1)=[O:35])(C)(C)C.[F:44][C:45]1[CH:53]=[CH:52][CH:51]=[C:50]([N:54]2[N:58]=[CH:57][CH:56]=[N:55]2)[C:46]=1C(O)=O.N1N=[C:61](C2C=CC=CC=2C(O)=O)NC=1. (2) Given the product [CH:1]([C:3]1[CH:17]=[CH:16][C:6]([O:7][C:8]2[CH:15]=[CH:14][C:11]([C:12]([NH2:13])=[O:19])=[CH:10][N:9]=2)=[CH:5][CH:4]=1)=[O:2], predict the reactants needed to synthesize it. The reactants are: [CH:1]([C:3]1[CH:17]=[CH:16][C:6]([O:7][C:8]2[CH:15]=[CH:14][C:11]([C:12]#[N:13])=[CH:10][N:9]=2)=[CH:5][CH:4]=1)=[O:2].C([O-])([O-])=[O:19].[K+].[K+].OO. (3) Given the product [Br:1][C:2]1[CH:3]=[C:4]([C:8]2[C:9](=[O:18])[NH:10][C:11]3([CH2:17][CH2:16][CH2:15][CH2:14][CH2:13]3)[N:12]=2)[CH:5]=[CH:6][CH:7]=1, predict the reactants needed to synthesize it. The reactants are: [Br:1][C:2]1[CH:3]=[C:4]([CH:8]2[NH:12][C:11]3([CH2:17][CH2:16][CH2:15][CH2:14][CH2:13]3)[NH:10][C:9]2=[O:18])[CH:5]=[CH:6][CH:7]=1.BrN1C(=O)CCC1=O.C([O-])(O)=O.[Na+]. (4) Given the product [F:1][C:2]1[CH:7]=[C:6]([F:8])[CH:5]=[CH:4][C:3]=1[C:9]([OH:30])([CH2:24][N:25]1[CH:29]=[N:28][N:27]=[N:26]1)[C:10]([C:13]1[N:18]=[CH:17][C:16]([CH2:19][CH2:20][CH:21]([OH:23])[CH3:22])=[CH:15][CH:14]=1)([F:12])[F:11], predict the reactants needed to synthesize it. The reactants are: [F:1][C:2]1[CH:7]=[C:6]([F:8])[CH:5]=[CH:4][C:3]=1[C:9]([OH:30])([CH2:24][N:25]1[CH:29]=[N:28][N:27]=[N:26]1)[C:10]([C:13]1[N:18]=[CH:17][C:16](/[CH:19]=[CH:20]/[CH:21]([OH:23])[CH3:22])=[CH:15][CH:14]=1)([F:12])[F:11]. (5) Given the product [CH3:15][Si:14]([C:12]#[C:13][C:2]1[CH:7]=[CH:6][C:5]([C:8](=[O:11])[CH2:9][CH3:10])=[CH:4][CH:3]=1)([CH3:17])[CH3:16], predict the reactants needed to synthesize it. The reactants are: Br[C:2]1[CH:7]=[CH:6][C:5]([C:8](=[O:11])[CH2:9][CH3:10])=[CH:4][CH:3]=1.[C:12]([Si:14]([CH3:17])([CH3:16])[CH3:15])#[CH:13].C(NC(C)C)(C)C.